This data is from Cav3 T-type calcium channel HTS with 100,875 compounds. The task is: Binary Classification. Given a drug SMILES string, predict its activity (active/inactive) in a high-throughput screening assay against a specified biological target. (1) The molecule is O1C(CNc2c1cccc2)C(=O)N. The result is 0 (inactive). (2) The drug is S=C(NNC(=O)c1c2c(nc(c3cc(ccc3)C)c1)cccc2)NCC. The result is 0 (inactive). (3) The drug is N1C(=NC(N=C1c1ccccc1)c1ccccc1)c1ccccc1. The result is 0 (inactive). (4) The molecule is O1C23C(C(C1C=C3)C(=O)NCc1cc3OCOc3cc1)C(=O)N(C2)Cc1ccc(cc1)C. The result is 0 (inactive).